From a dataset of Full USPTO retrosynthesis dataset with 1.9M reactions from patents (1976-2016). Predict the reactants needed to synthesize the given product. (1) Given the product [CH:1]1([CH2:4][C:5]2[N:10]3[N:11]=[CH:12][C:13]([N:19]4[CH2:24][CH2:23][CH:22]([C:25]5[CH:30]=[CH:29][CH:28]=[CH:27][C:26]=5[F:31])[CH2:21][CH2:20]4)=[C:14]([C:15]([F:18])([F:17])[F:16])[C:9]3=[N:8][N:7]=2)[CH2:3][CH2:2]1, predict the reactants needed to synthesize it. The reactants are: [CH:1]1([CH2:4][C:5]([NH:7][NH:8][C:9]2[N:10]=[N:11][CH:12]=[C:13]([N:19]3[CH2:24][CH2:23][CH:22]([C:25]4[CH:30]=[CH:29][CH:28]=[CH:27][C:26]=4[F:31])[CH2:21][CH2:20]3)[C:14]=2[C:15]([F:18])([F:17])[F:16])=O)[CH2:3][CH2:2]1.P(Cl)(Cl)(Cl)=O. (2) Given the product [Cl:10][C:11]1[N:16]=[C:15]([NH:8][C:5]2[CH:4]=[C:3]([CH:2]([F:9])[F:1])[NH:7][N:6]=2)[CH:14]=[CH:13][N:12]=1, predict the reactants needed to synthesize it. The reactants are: [F:1][CH:2]([F:9])[C:3]1[NH:7][N:6]=[C:5]([NH2:8])[CH:4]=1.[Cl:10][C:11]1[N:16]=[C:15](Cl)[CH:14]=[CH:13][N:12]=1.CCN(C(C)C)C(C)C. (3) Given the product [CH3:1][C:2]1([CH3:15])[CH2:7][CH2:6][N:5]([C:8]([O:10][C:11]([CH3:14])([CH3:13])[CH3:12])=[O:9])[C:4](=[O:16])[CH2:3]1, predict the reactants needed to synthesize it. The reactants are: [CH3:1][C:2]1([CH3:15])[CH2:7][CH2:6][N:5]([C:8]([O:10][C:11]([CH3:14])([CH3:13])[CH3:12])=[O:9])[CH2:4][CH2:3]1.[OH2:16]. (4) The reactants are: [CH3:1][O:2][C:3]([C:5]1[N:6]([NH:13][CH2:14][C:15]2[CH:20]=[CH:19][CH:18]=[CH:17][CH:16]=2)[C:7]([Cl:12])=[C:8]([Cl:11])[C:9]=1[Cl:10])=[O:4].[CH2:21]([O:23][C:24](=[O:29])[CH2:25][C:26](Cl)=[O:27])[CH3:22]. Given the product [CH3:1][O:2][C:3]([C:5]1[N:6]([N:13]([CH2:14][C:15]2[CH:20]=[CH:19][CH:18]=[CH:17][CH:16]=2)[C:26](=[O:27])[CH2:25][C:24]([O:23][CH2:21][CH3:22])=[O:29])[C:7]([Cl:12])=[C:8]([Cl:11])[C:9]=1[Cl:10])=[O:4], predict the reactants needed to synthesize it. (5) Given the product [C:21]1([C:26]2[CH:27]=[CH:28][CH:29]=[CH:30][CH:31]=2)[CH:22]=[CH:23][CH:24]=[CH:25][C:20]=1[CH2:19][N:16]1[CH:11]([C:4]2[C:5]([O:9][CH3:10])=[CH:6][CH:7]=[CH:8][C:3]=2[O:2][CH3:1])[CH2:12][CH2:13][CH2:14][C:15]1=[O:17], predict the reactants needed to synthesize it. The reactants are: [CH3:1][O:2][C:3]1[CH:8]=[CH:7][CH:6]=[C:5]([O:9][CH3:10])[C:4]=1[CH:11]1[NH:16][C:15](=[O:17])[CH2:14][CH2:13][CH2:12]1.Br[CH2:19][C:20]1[CH:25]=[CH:24][CH:23]=[CH:22][C:21]=1[C:26]1[CH:31]=[CH:30][CH:29]=[CH:28][CH:27]=1. (6) Given the product [CH3:14][O:12][C:11]([C:8]1[CH:9]=[CH:10][NH:6][N:7]=1)=[O:13], predict the reactants needed to synthesize it. The reactants are: S(=O)(=O)(O)O.[NH:6]1[CH:10]=[CH:9][C:8]([C:11]([OH:13])=[O:12])=[N:7]1.[CH3:14]O. (7) Given the product [Cl:1][C:2]1[CH:3]=[CH:4][C:5]([S:8]([N:11]([CH2:19][C:20]2[CH:21]=[CH:22][C:23]([C:24]([NH:29][C:30]([CH3:34])([CH3:33])[CH2:31][OH:32])=[O:25])=[CH:27][CH:28]=2)[CH:12]2[CH2:17][CH2:16][CH2:15][CH2:14][CH:13]2[CH3:18])(=[O:10])=[O:9])=[CH:6][CH:7]=1, predict the reactants needed to synthesize it. The reactants are: [Cl:1][C:2]1[CH:7]=[CH:6][C:5]([S:8]([N:11]([CH2:19][C:20]2[CH:28]=[CH:27][C:23]([C:24](O)=[O:25])=[CH:22][CH:21]=2)[CH:12]2[CH2:17][CH2:16][CH2:15][CH2:14][CH:13]2[CH3:18])(=[O:10])=[O:9])=[CH:4][CH:3]=1.[NH2:29][C:30]([CH3:34])([CH3:33])[CH2:31][OH:32].F[P-](F)(F)(F)(F)F.N1(O[P+](N(C)C)(N(C)C)N(C)C)C2C=CC=CC=2N=N1.C1C=CC2N(O)N=NC=2C=1.O.C(N(C(C)C)C(C)C)C.